This data is from Forward reaction prediction with 1.9M reactions from USPTO patents (1976-2016). The task is: Predict the product of the given reaction. (1) Given the reactants C(OC(=O)[NH:7][C@H:8]([C:10]1[N:14]([C:15]2[CH:20]=[CH:19][CH:18]=[CH:17][CH:16]=2)[C:13]2[CH:21]=[CH:22][C:23]([CH3:25])=[CH:24][C:12]=2[N:11]=1)[CH3:9])(C)(C)C.C(O)(C(F)(F)F)=O, predict the reaction product. The product is: [CH3:25][C:23]1[CH:22]=[CH:21][C:13]2[N:14]([C:15]3[CH:16]=[CH:17][CH:18]=[CH:19][CH:20]=3)[C:10]([C@@H:8]([NH2:7])[CH3:9])=[N:11][C:12]=2[CH:24]=1. (2) Given the reactants [Na].[C:2]([O:9][CH3:10])(=[O:8])[CH2:3][C:4]([O:6][CH3:7])=[O:5].BrC[C:13]1[CH:18]=[CH:17][CH:16]=[C:15]([O:19][CH3:20])[C:14]=1[CH2:21][CH2:22][C:23]1[CH:27]=[CH:26][S:25][CH:24]=1, predict the reaction product. The product is: [CH3:7][O:6][C:4](=[O:5])[CH:3]([C:13]1[CH:18]=[CH:17][CH:16]=[C:15]([O:19][CH3:20])[C:14]=1[CH2:21][CH2:22][C:23]1[CH:27]=[CH:26][S:25][CH:24]=1)[C:2]([O:9][CH3:10])=[O:8]. (3) Given the reactants [CH2:1]([O:8][CH2:9]/[C:10](=[N:12]/[S:13]([C:15]([CH3:18])([CH3:17])[CH3:16])=[O:14])/[CH3:11])[C:2]1[CH:7]=[CH:6][CH:5]=[CH:4][CH:3]=1.[F-].[Cs+].C[Si]([C:25]#[N:26])(C)C, predict the reaction product. The product is: [CH2:1]([O:8][CH2:9][C:10]([NH:12][S:13]([C:15]([CH3:18])([CH3:17])[CH3:16])=[O:14])([C:25]#[N:26])[CH3:11])[C:2]1[CH:7]=[CH:6][CH:5]=[CH:4][CH:3]=1. (4) Given the reactants Cl[C:2]1[CH:3]=[N:4][C:5]2[C:10]([N:11]=1)=[CH:9][C:8]([C:12]([C:14]1[CH:15]=[C:16]([NH:21][C:22](=[O:27])[C:23]([CH3:26])([CH3:25])[CH3:24])[CH:17]=[CH:18][C:19]=1[F:20])=[O:13])=[CH:7][CH:6]=2.[N:28]1([C:34]([O:36][C:37]([CH3:40])([CH3:39])[CH3:38])=[O:35])[CH2:33][CH2:32][NH:31][CH2:30][CH2:29]1.CCN(C(C)C)C(C)C, predict the reaction product. The product is: [F:20][C:19]1[CH:18]=[CH:17][C:16]([NH:21][C:22](=[O:27])[C:23]([CH3:26])([CH3:25])[CH3:24])=[CH:15][C:14]=1[C:12]([C:8]1[CH:9]=[C:10]2[C:5]([N:4]=[CH:3][C:2]([N:31]3[CH2:30][CH2:29][N:28]([C:34]([O:36][C:37]([CH3:40])([CH3:39])[CH3:38])=[O:35])[CH2:33][CH2:32]3)=[N:11]2)=[CH:6][CH:7]=1)=[O:13]. (5) Given the reactants [CH3:1][O:2][C:3](=[O:14])[C:4]1[CH:9]=[CH:8][CH:7]=[C:6]([N+:10]([O-:12])=[O:11])[C:5]=1Cl.[CH3:15][O:16][C:17]1[C:26]2[C:21](=[CH:22][CH:23]=[CH:24][CH:25]=2)[CH:20]=[CH:19][C:18]=1B(O)O.C(=O)([O-])[O-].[Na+].[Na+], predict the reaction product. The product is: [CH3:15][O:16][C:17]1[C:26]2[C:21](=[CH:22][CH:23]=[CH:24][CH:25]=2)[CH:20]=[CH:19][C:18]=1[C:5]1[C:6]([N+:10]([O-:12])=[O:11])=[CH:7][CH:8]=[CH:9][C:4]=1[C:3]([O:2][CH3:1])=[O:14]. (6) Given the reactants [C:1]([C:8]([NH2:11])([OH:10])C)(OC(C)(C)C)=O.[CH:12]1[CH:13]=[CH:14][C:15]([NH:22][C:23]2[C:24]([Cl:30])=[CH:25][CH:26]=[CH:27][C:28]=2[Cl:29])=[C:16]([CH2:18][C:19]([OH:21])=[O:20])[CH:17]=1.[ClH:31].C(OCC)(=O)C.C(OCC)C.CCCCCC, predict the reaction product. The product is: [NH2:11][CH:8]([OH:10])[CH3:1].[CH:12]1[CH:13]=[CH:14][C:15]([NH:22][C:23]2[C:28]([Cl:29])=[CH:27][CH:26]=[CH:25][C:24]=2[Cl:30])=[C:16]([CH2:18][C:19]([OH:21])=[O:20])[CH:17]=1.[ClH:31]. (7) Given the reactants [Br:1][C:2]1[CH:7]=[CH:6][C:5](I)=[C:4]([O:9][C:10]([F:13])([F:12])[F:11])[CH:3]=1.CC(O)(C)[C:16]#[C:17][C:18]1[CH:27]=[CH:26][C:21]([O:22][CH2:23][CH2:24][OH:25])=[CH:20][CH:19]=1, predict the reaction product. The product is: [Br:1][C:2]1[CH:7]=[CH:6][C:5]([C:16]#[C:17][C:18]2[CH:27]=[CH:26][C:21]([O:22][CH2:23][CH2:24][OH:25])=[CH:20][CH:19]=2)=[C:4]([O:9][C:10]([F:13])([F:12])[F:11])[CH:3]=1. (8) Given the reactants [F:1][C:2]1[CH:8]=[CH:7][C:5]([NH2:6])=[CH:4][CH:3]=1.[C:9]([O:17][C:18]1[CH:25]=[CH:24][C:21]([CH:22]=O)=[CH:20][CH:19]=1)(=[O:16])[C:10]1[CH:15]=[CH:14][CH:13]=[CH:12][CH:11]=1, predict the reaction product. The product is: [F:1][C:2]1[CH:8]=[CH:7][C:5]([N:6]=[CH:22][C:21]2[CH:20]=[CH:19][C:18]([O:17][C:9](=[O:16])[C:10]3[CH:11]=[CH:12][CH:13]=[CH:14][CH:15]=3)=[CH:25][CH:24]=2)=[CH:4][CH:3]=1. (9) Given the reactants [F:1][C:2]1[C:3]([NH:18][C:19]2[CH:24]=[CH:23][C:22]([I:25])=[CH:21][C:20]=2[F:26])=[C:4]([CH:12]=[C:13]([CH:16]=O)[C:14]=1[F:15])[C:5]([NH:7][O:8][CH2:9][CH2:10][OH:11])=[O:6].[CH2:27]([CH2:29][NH2:30])[OH:28], predict the reaction product. The product is: [F:1][C:2]1[C:3]([NH:18][C:19]2[CH:24]=[CH:23][C:22]([I:25])=[CH:21][C:20]=2[F:26])=[C:4]([CH:12]=[C:13](/[CH:16]=[N:30]/[CH2:29][CH2:27][OH:28])[C:14]=1[F:15])[C:5]([NH:7][O:8][CH2:9][CH2:10][OH:11])=[O:6]. (10) Given the reactants [Cl:1][C:2]1[N:3]([C:15]2[CH:20]=[CH:19][CH:18]=[CH:17][CH:16]=2)[C:4]2[C:9]([C:10]=1[CH:11]=[O:12])=[CH:8][CH:7]=[C:6]([O:13][CH3:14])[CH:5]=2.Cl([O-])=[O:22].[Na+].P([O-])(O)(O)=O.[Na+], predict the reaction product. The product is: [Cl:1][C:2]1[N:3]([C:15]2[CH:16]=[CH:17][CH:18]=[CH:19][CH:20]=2)[C:4]2[C:9]([C:10]=1[C:11]([OH:22])=[O:12])=[CH:8][CH:7]=[C:6]([O:13][CH3:14])[CH:5]=2.